From a dataset of Catalyst prediction with 721,799 reactions and 888 catalyst types from USPTO. Predict which catalyst facilitates the given reaction. (1) Reactant: [OH-].[K+].[CH:3]1([C:8]2[C:18]([CH2:19][C:20]3[N:25]=[C:24]([C:26]([O:28]C)=[O:27])[CH:23]=[CH:22][CH:21]=3)=[C:11]3[CH:12]=[CH:13][C:14]([O:16][CH3:17])=[CH:15][N:10]3[N:9]=2)[CH2:7][CH2:6][CH2:5][CH2:4]1.Cl. Product: [CH:3]1([C:8]2[C:18]([CH2:19][C:20]3[N:25]=[C:24]([C:26]([OH:28])=[O:27])[CH:23]=[CH:22][CH:21]=3)=[C:11]3[CH:12]=[CH:13][C:14]([O:16][CH3:17])=[CH:15][N:10]3[N:9]=2)[CH2:7][CH2:6][CH2:5][CH2:4]1. The catalyst class is: 5. (2) Reactant: [F:1][C:2]1[CH:9]=[C:8]([OH:10])[CH:7]=[C:6]([F:11])[C:3]=1[CH:4]=[O:5].N1C=CC=CC=1.[N:18]1([C:24](Cl)=[O:25])[CH2:23][CH2:22][O:21][CH2:20][CH2:19]1. Product: [N:18]1([C:24]([O:10][C:8]2[CH:9]=[C:2]([F:1])[C:3]([CH:4]=[O:5])=[C:6]([F:11])[CH:7]=2)=[O:25])[CH2:23][CH2:22][O:21][CH2:20][CH2:19]1. The catalyst class is: 34. (3) Reactant: Br[C:2]1[CH:7]=[CH:6][C:5]([CH2:8][O:9][CH2:10][C@H:11]([O:13][CH2:14][CH3:15])[CH3:12])=[C:4](C)[C:3]=1OC.[B:28]1([B:28]2[O:32][C:31]([CH3:34])([CH3:33])[C:30]([CH3:36])([CH3:35])[O:29]2)[O:32][C:31]([CH3:34])([CH3:33])[C:30]([CH3:36])([CH3:35])[O:29]1.[C:37]([O-:40])(=O)C.[K+].[CH3:42]S(C)=O. Product: [CH2:14]([O:13][C@H:11]([CH3:12])[CH2:10][O:9][CH2:8][C:5]1[CH:6]=[CH:7][C:2]([B:28]2[O:29][C:30]([CH3:35])([CH3:36])[C:31]([CH3:33])([CH3:34])[O:32]2)=[C:3]([CH2:42][O:40][CH3:37])[CH:4]=1)[CH3:15]. The catalyst class is: 140.